From a dataset of Catalyst prediction with 721,799 reactions and 888 catalyst types from USPTO. Predict which catalyst facilitates the given reaction. (1) Reactant: [CH3:1][O:2][C:3]1[CH:4]=[C:5]2[C:10](=[CH:11][C:12]=1[O:13][CH3:14])[N:9]=[CH:8][N:7]=[C:6]2[O:15][C:16]1[CH:22]=[CH:21][C:19]([NH2:20])=[CH:18][CH:17]=1.Cl[C:24](Cl)([O:26][C:27](=[O:33])OC(Cl)(Cl)Cl)Cl.[CH:35]1(O)[CH2:41][CH2:40]C[CH2:38][CH2:37][CH2:36]1.C(=O)(O)[O-].[Na+]. Product: [CH3:1][O:2][C:3]1[CH:4]=[C:5]2[C:10](=[CH:11][C:12]=1[O:13][CH3:14])[N:9]=[CH:8][N:7]=[C:6]2[O:15][C:16]1[CH:22]=[CH:21][C:19]([NH:20][C:27](=[O:33])[O:26][CH:24]2[CH2:38][CH2:37][CH2:36][CH2:35][CH2:41][CH2:40]2)=[CH:18][CH:17]=1. The catalyst class is: 208. (2) Reactant: [Cl:1][C:2]1[CH:7]=[CH:6][C:5]([C:8]2[N:12]([CH:13]([CH:17]3[CH2:21][CH2:20][CH2:19][CH2:18]3)[C:14](O)=[O:15])[C:11]3[CH:22]=[C:23]([F:27])[C:24]([F:26])=[CH:25][C:10]=3[N:9]=2)=[CH:4][CH:3]=1.[H-].[Al+3].[Li+].[H-].[H-].[H-]. The catalyst class is: 7. Product: [Cl:1][C:2]1[CH:7]=[CH:6][C:5]([C:8]2[N:12]([CH:13]([CH:17]3[CH2:18][CH2:19][CH2:20][CH2:21]3)[CH2:14][OH:15])[C:11]3[CH:22]=[C:23]([F:27])[C:24]([F:26])=[CH:25][C:10]=3[N:9]=2)=[CH:4][CH:3]=1.